This data is from Catalyst prediction with 721,799 reactions and 888 catalyst types from USPTO. The task is: Predict which catalyst facilitates the given reaction. (1) Reactant: [NH2:1][C:2]1[CH:7]=[CH:6][CH:5]=[CH:4][CH:3]=1.Cl[C:9]1[C:18]2[C:13](=[CH:14][CH:15]=[C:16]([N+:19]([O-:21])=[O:20])[CH:17]=2)[N:12]=[CH:11][N:10]=1. Product: [C:2]1([NH:1][C:9]2[C:18]3[C:13](=[CH:14][CH:15]=[C:16]([N+:19]([O-:21])=[O:20])[CH:17]=3)[N:12]=[CH:11][N:10]=2)[CH:7]=[CH:6][CH:5]=[CH:4][CH:3]=1. The catalyst class is: 32. (2) Reactant: [Br:1][C:2]1[CH:7]=[CH:6][C:5]([CH:8]([CH3:12])[CH2:9][CH2:10][OH:11])=[CH:4][CH:3]=1.[H-].[Na+].I[CH3:16]. Product: [Br:1][C:2]1[CH:3]=[CH:4][C:5]([CH:8]([CH2:9][CH2:10][O:11][CH3:16])[CH3:12])=[CH:6][CH:7]=1. The catalyst class is: 7. (3) Reactant: [O:1]=[C:2]1[N:8]([CH:9]2[CH2:14][CH2:13][N:12]([C:15]([O:17][C@H:18]([CH2:34][C:35]3[CH:40]=[C:39]([N+:41]([O-])=O)[C:38]([NH2:44])=[C:37]([CH3:45])[CH:36]=3)[C:19]([N:21]3[CH2:26][CH2:25][CH:24]([N:27]4[CH2:32][CH2:31][N:30]([CH3:33])[CH2:29][CH2:28]4)[CH2:23][CH2:22]3)=[O:20])=[O:16])[CH2:11][CH2:10]2)[CH2:7][CH2:6][C:5]2[CH:46]=[CH:47][CH:48]=[CH:49][C:4]=2[NH:3]1.[H][H]. Product: [O:1]=[C:2]1[N:8]([CH:9]2[CH2:14][CH2:13][N:12]([C:15]([O:17][C@H:18]([CH2:34][C:35]3[CH:36]=[C:37]([CH3:45])[C:38]([NH2:44])=[C:39]([NH2:41])[CH:40]=3)[C:19]([N:21]3[CH2:26][CH2:25][CH:24]([N:27]4[CH2:28][CH2:29][N:30]([CH3:33])[CH2:31][CH2:32]4)[CH2:23][CH2:22]3)=[O:20])=[O:16])[CH2:11][CH2:10]2)[CH2:7][CH2:6][C:5]2[CH:46]=[CH:47][CH:48]=[CH:49][C:4]=2[NH:3]1. The catalyst class is: 123. (4) Reactant: [N:1]1([C:6]2[CH:15]=[C:14]3[C:9]([CH2:10][CH2:11][CH2:12][CH:13]3O)=[CH:8][CH:7]=2)[CH2:5][CH2:4][CH2:3][CH2:2]1.[NH:17]1[CH:21]=[C:20]([C:22]([O:24][CH:25]([CH3:27])[CH3:26])=[O:23])[N:19]=[CH:18]1.C1(P(C2C=CC=CC=2)C2C=CC=CC=2)C=CC=CC=1.N(C(OC)=O)=NC(OC)=O. Product: [CH:25]([O:24][C:22]([C:20]1[N:19]([CH:13]2[C:14]3[C:9](=[CH:8][CH:7]=[C:6]([N:1]4[CH2:5][CH2:4][CH2:3][CH2:2]4)[CH:15]=3)[CH2:10][CH2:11][CH2:12]2)[CH:18]=[N:17][CH:21]=1)=[O:23])([CH3:27])[CH3:26]. The catalyst class is: 1. (5) Reactant: [C:1]([O:5][C@@H:6]([C:12]1[C:35]([CH3:36])=[CH:34][C:15]2[N:16]=[C:17]([C:19]3[S:20][CH:21]=[C:22]([C:24]4[CH:25]=[C:26]5[C:30](=[CH:31][CH:32]=4)[N:29]([CH3:33])[N:28]=[CH:27]5)[N:23]=3)[S:18][C:14]=2[C:13]=1[C:37]1[CH:42]=[CH:41][C:40]([Cl:43])=[CH:39][CH:38]=1)[C:7]([O:9]CC)=[O:8])([CH3:4])([CH3:3])[CH3:2].[OH-].[Na+]. Product: [C:1]([O:5][C@@H:6]([C:12]1[C:35]([CH3:36])=[CH:34][C:15]2[N:16]=[C:17]([C:19]3[S:20][CH:21]=[C:22]([C:24]4[CH:25]=[C:26]5[C:30](=[CH:31][CH:32]=4)[N:29]([CH3:33])[N:28]=[CH:27]5)[N:23]=3)[S:18][C:14]=2[C:13]=1[C:37]1[CH:38]=[CH:39][C:40]([Cl:43])=[CH:41][CH:42]=1)[C:7]([OH:9])=[O:8])([CH3:4])([CH3:2])[CH3:3]. The catalyst class is: 20. (6) Reactant: C[O:2][C:3](=[O:13])[C:4]1[CH:9]=[CH:8][C:7]([NH:10][CH3:11])=[C:6]([NH2:12])[CH:5]=1.[Cl:14][C:15]1[CH:20]=[CH:19][CH:18]=[C:17]([Cl:21])[C:16]=1[N:22]=C=S.C1CCC(N=C=NC2CCCCC2)CC1.[OH-].[Na+]. Product: [Cl:14][C:15]1[CH:20]=[CH:19][CH:18]=[C:17]([Cl:21])[C:16]=1[NH:22][C:11]1[NH:10][C:7]2[CH:8]=[CH:9][C:4]([C:3]([OH:2])=[O:13])=[CH:5][C:6]=2[N:12]=1. The catalyst class is: 3. (7) Reactant: [Cl:1][C:2]1[CH:3]=[C:4]([CH:8]([NH:11][C:12]2[O:13][C:14]3[C:20]([O:21][CH3:22])=[CH:19][C:18]([C:23]([O:25]C)=[O:24])=[CH:17][C:15]=3[N:16]=2)[CH2:9][F:10])[CH:5]=[CH:6][CH:7]=1.[OH-].[Na+]. Product: [Cl:1][C:2]1[CH:3]=[C:4]([CH:8]([NH:11][C:12]2[O:13][C:14]3[C:20]([O:21][CH3:22])=[CH:19][C:18]([C:23]([OH:25])=[O:24])=[CH:17][C:15]=3[N:16]=2)[CH2:9][F:10])[CH:5]=[CH:6][CH:7]=1. The catalyst class is: 38. (8) Reactant: [CH2:1]([O:3][C:4]1[C:13]([O:14][CH3:15])=[CH:12][C:11]2[C:10]([C:16]3[CH:24]=[CH:23][C:19]([C:20]([OH:22])=O)=[CH:18][CH:17]=3)=[N:9][C@@H:8]3[CH2:25][CH2:26][S:27][CH2:28][C@@H:7]3[C:6]=2[CH:5]=1)[CH3:2].CCN(C(C)C)C(C)C.[CH2:38]([N:40]1[N:44]=[N:43][C:42]([CH2:45][N:46]2[C:51]3[CH:52]=[C:53]([C:55]4[CH:60]=[CH:59][CH:58]=[CH:57][CH:56]=4)[S:54][C:50]=3[C:49](=[O:61])[N:48]([CH:62]3[CH2:67][CH2:66][NH:65][CH2:64][CH2:63]3)[C:47]2=[O:68])=[N:41]1)[CH3:39]. Product: [CH2:1]([O:3][C:4]1[C:13]([O:14][CH3:15])=[CH:12][C:11]2[C:10]([C:16]3[CH:17]=[CH:18][C:19]([C:20]([N:65]4[CH2:66][CH2:67][CH:62]([N:48]5[C:49](=[O:61])[C:50]6[S:54][C:53]([C:55]7[CH:56]=[CH:57][CH:58]=[CH:59][CH:60]=7)=[CH:52][C:51]=6[N:46]([CH2:45][C:42]6[N:43]=[N:44][N:40]([CH2:38][CH3:39])[N:41]=6)[C:47]5=[O:68])[CH2:63][CH2:64]4)=[O:22])=[CH:23][CH:24]=3)=[N:9][C@@H:8]3[CH2:25][CH2:26][S:27][CH2:28][C@@H:7]3[C:6]=2[CH:5]=1)[CH3:2]. The catalyst class is: 2. (9) Reactant: [CH2:1]([NH:3][C:4]([C@@H:6]1[CH2:10][CH:9]([F:11])[CH2:8][N:7]1C(OCC1C=CC=CC=1)=O)=[O:5])[CH3:2]. Product: [CH2:1]([NH:3][C:4](=[O:5])[C@@H:6]1[CH2:10][CH:9]([F:11])[CH2:8][NH:7]1)[CH3:2]. The catalyst class is: 129. (10) Reactant: [NH2:1][C:2]1[CH:7]=[CH:6][C:5]([NH:8][C:9](=O)[C:10]([O:12][CH2:13][CH3:14])=[O:11])=[C:4]([C:16]([NH2:18])=[O:17])[CH:3]=1.C1COCC1.CC[O-].[Na+].C(O)(=O)CC(CC(O)=O)(C(O)=O)O. Product: [NH2:1][C:2]1[CH:3]=[C:4]2[C:5](=[CH:6][CH:7]=1)[N:8]=[C:9]([C:10]([O:12][CH2:13][CH3:14])=[O:11])[NH:18][C:16]2=[O:17]. The catalyst class is: 8.